Dataset: Full USPTO retrosynthesis dataset with 1.9M reactions from patents (1976-2016). Task: Predict the reactants needed to synthesize the given product. (1) Given the product [ClH:1].[Cl:29][C:24]1[CH:23]=[C:22]([CH:27]=[CH:26][C:25]=1[F:28])[C:21]([NH:20][C@H:17]1[CH2:16][CH2:15][C@@H:14]([NH:13][C:2]2[C:3]3[CH:10]=[CH:9][N:8]([CH2:11][CH3:12])[C:4]=3[N:5]=[CH:6][N:7]=2)[CH2:19][CH2:18]1)=[O:30], predict the reactants needed to synthesize it. The reactants are: [Cl:1][C:2]1[C:3]2[CH:10]=[CH:9][N:8]([CH2:11][CH3:12])[C:4]=2[N:5]=[CH:6][N:7]=1.[NH2:13][C@@H:14]1[CH2:19][CH2:18][C@H:17]([NH:20][C:21](=[O:30])[C:22]2[CH:27]=[CH:26][C:25]([F:28])=[C:24]([Cl:29])[CH:23]=2)[CH2:16][CH2:15]1. (2) The reactants are: [OH:1][C:2]1[CH:7]=[CH:6][C:5]([CH2:8][C@H:9]([NH:13][S:14]([C:17]2[CH:22]=[CH:21][C:20]([CH3:23])=[CH:19][CH:18]=2)(=[O:16])=[O:15])[C:10]([OH:12])=[O:11])=[CH:4][CH:3]=1.C1C=CC(I(OC(C(F)(F)F)=O)OC(C(F)(F)F)=O)=CC=1.CCOC(C)=O.CCCCCC. Given the product [O:11]1[C:5]2([CH:6]=[CH:7][C:2](=[O:1])[CH:3]=[CH:4]2)[CH2:8][C@H:9]([NH:13][S:14]([C:17]2[CH:18]=[CH:19][C:20]([CH3:23])=[CH:21][CH:22]=2)(=[O:16])=[O:15])[C:10]1=[O:12], predict the reactants needed to synthesize it. (3) Given the product [F:1][C:2]([F:15])([F:14])[S:3]([O:6][C:44]1[CH:43]=[CH:42][CH:41]=[C:40]([C:23]2([C:21]3[CH:22]=[C:17]([CH3:16])[N:18]=[C:19]([CH3:47])[CH:20]=3)[C:31]3[C:26](=[N:27][CH:28]=[CH:29][CH:30]=3)[C:25]([NH:32][C:33]([O:34][C:35]([CH3:36])([CH3:37])[CH3:38])=[O:39])=[N:24]2)[CH:45]=1)(=[O:5])=[O:4], predict the reactants needed to synthesize it. The reactants are: [F:1][C:2]([F:15])([F:14])[S:3]([O:6]S(C(F)(F)F)(=O)=O)(=[O:5])=[O:4].[CH3:16][C:17]1[CH:22]=[C:21]([C:23]2([C:40]3[CH:45]=[CH:44][CH:43]=[C:42](O)[CH:41]=3)[C:31]3[C:26](=[N:27][CH:28]=[CH:29][CH:30]=3)[C:25]([NH:32][C:33](=[O:39])[O:34][C:35]([CH3:38])([CH3:37])[CH3:36])=[N:24]2)[CH:20]=[C:19]([CH3:47])[N:18]=1.C(N(CC)C(C)C)(C)C.O. (4) Given the product [O:41]1[CH2:28][CH:27]1[C:24]1[CH:25]=[CH:26][C:21]([C:18]2[N:17]=[C:16]([C:10]3[O:9][N:8]=[C:7]([C:1]4[CH:6]=[CH:5][CH:4]=[CH:3][CH:2]=4)[C:11]=3[C:12]([F:13])([F:14])[F:15])[O:20][N:19]=2)=[C:22]([C:29]([F:32])([F:31])[F:30])[CH:23]=1, predict the reactants needed to synthesize it. The reactants are: [C:1]1([C:7]2[C:11]([C:12]([F:15])([F:14])[F:13])=[C:10]([C:16]3[O:20][N:19]=[C:18]([C:21]4[CH:26]=[CH:25][C:24]([CH:27]=[CH2:28])=[CH:23][C:22]=4[C:29]([F:32])([F:31])[F:30])[N:17]=3)[O:9][N:8]=2)[CH:6]=[CH:5][CH:4]=[CH:3][CH:2]=1.C1C=C(Cl)C=C(C(OO)=[O:41])C=1. (5) Given the product [CH3:12][CH:8]1[CH2:7][C:6]2[C:10](=[C:2]([C:21]3[C:22]4[C:17](=[CH:16][CH:15]=[CH:14][CH:13]=4)[CH:18]=[CH:19][CH:20]=3)[CH:3]=[CH:4][CH:5]=2)[C:9]1=[O:11], predict the reactants needed to synthesize it. The reactants are: Cl[C:2]1[CH:3]=[CH:4][CH:5]=[C:6]2[C:10]=1[C:9](=[O:11])[CH:8]([CH3:12])[CH2:7]2.[C:13]1(B(O)O)[C:22]2[C:17](=[CH:18][CH:19]=[CH:20][CH:21]=2)[CH:16]=[CH:15][CH:14]=1.C(=O)([O-])[O-].[Na+].[Na+].O.